This data is from Reaction yield outcomes from USPTO patents with 853,638 reactions. The task is: Predict the reaction yield, written as a fraction of the theoretical maximum amount of product (1.0 means a 100% yield; for example, 0.34 means a 34% yield). (1) The reactants are [C:1]([C:5]1[CH:10]=[CH:9][C:8]([CH2:11][C:12]#[N:13])=[CH:7][CH:6]=1)([CH3:4])([CH3:3])[CH3:2].C([O:16][C:17]([C:19]1[N:23]([CH3:24])[N:22]=[C:21]([CH3:25])[C:20]=1[CH3:26])=O)C.C(OCCOCCO)C.CO.C[O-].[Na+]. The catalyst is O.COCCOCCOC.CCCCCCC. The product is [C:1]([C:5]1[CH:6]=[CH:7][C:8]([CH:11]([C:17]([C:19]2[N:23]([CH3:24])[N:22]=[C:21]([CH3:25])[C:20]=2[CH3:26])=[O:16])[C:12]#[N:13])=[CH:9][CH:10]=1)([CH3:4])([CH3:2])[CH3:3]. The yield is 0.915. (2) The reactants are [C:1]([O:5][C:6]([NH:8][C@H:9]([CH2:14][C:15]1[CH:20]=[C:19]([F:21])[C:18]([F:22])=[CH:17][C:16]=1[F:23])[CH2:10][C:11]([OH:13])=O)=[O:7])([CH3:4])([CH3:3])[CH3:2].C1C=CC2N(O)N=NC=2C=1.C(Cl)CCl.CCN(C(C)C)C(C)C.FC(F)(F)C(O)=O.[NH:54]1[C:60]2[CH:61]=[CH:62][CH:63]=[CH:64][C:59]=2[CH2:58][NH:57][CH2:56][C:55]1=[O:65]. The catalyst is C(Cl)Cl. The product is [C:1]([O:5][C:6](=[O:7])[NH:8][C@H:9]([CH2:14][C:15]1[CH:20]=[C:19]([F:21])[C:18]([F:22])=[CH:17][C:16]=1[F:23])[CH2:10][C:11](=[O:13])[N:57]1[CH2:58][C:59]2[CH:64]=[CH:63][CH:62]=[CH:61][C:60]=2[NH:54][C:55](=[O:65])[CH2:56]1)([CH3:2])([CH3:3])[CH3:4]. The yield is 0.620. (3) The reactants are I[C:2]1[C:11]2[C:6](=[CH:7][CH:8]=[C:9](Br)[CH:10]=2)[N:5]=[CH:4][CH:3]=1.CC1(C)C(C)(C)OB([C:21]2[CH:22]=[C:23]([S:27]([NH2:30])(=[O:29])=[O:28])[CH:24]=[CH:25][CH:26]=2)O1.C(=O)([O-])[O-].[K+].[K+].[NH2:38][C:39]1[C:44]([S:45]([NH2:48])(=[O:47])=[O:46])=[CH:43][C:42](B2OC(C)(C)C(C)(C)O2)=[CH:41][N:40]=1. The catalyst is O1CCOCC1.C1C=CC([PH+]([C]2[CH][CH][CH][CH]2)C2C=CC=CC=2)=CC=1.C1C=CC([PH+]([C]2[CH][CH][CH][CH]2)C2C=CC=CC=2)=CC=1.C(Cl)Cl.Cl[Pd]Cl.[Fe]. The product is [NH2:38][C:39]1[C:44]([S:45]([NH2:48])(=[O:46])=[O:47])=[CH:43][C:42]([C:9]2[CH:10]=[C:11]3[C:6](=[CH:7][CH:8]=2)[N:5]=[CH:4][CH:3]=[C:2]3[C:21]2[CH:26]=[CH:25][CH:24]=[C:23]([S:27]([NH2:30])(=[O:28])=[O:29])[CH:22]=2)=[CH:41][N:40]=1. The yield is 0.310. (4) The reactants are [C:1]([O:7][C:8]1[CH:9]=[C:10]2[C:14](=[C:15]([NH2:17])[CH:16]=1)[NH:13][C:12]([C:18]1[S:19][CH:20]([CH:23]([O:26][CH3:27])[O:24][CH3:25])[CH2:21][N:22]=1)=[CH:11]2)(=[O:6])[C:2]([CH3:5])([CH3:4])[CH3:3].[N:28]1[CH:33]=[CH:32][CH:31]=[CH:30][C:29]=1[S:34](Cl)(=[O:36])=[O:35].N1C=CC=C[CH:39]=1. The catalyst is C(OCC)(=O)C.C(OCC)C. The product is [C:1]([O:7][C:8]1[CH:9]=[C:10]2[C:14](=[C:15]([N:17]([CH3:39])[S:34]([C:29]3[CH:30]=[CH:31][CH:32]=[CH:33][N:28]=3)(=[O:36])=[O:35])[CH:16]=1)[NH:13][C:12]([C:18]1[S:19][CH:20]([CH:23]([O:24][CH3:25])[O:26][CH3:27])[CH2:21][N:22]=1)=[CH:11]2)(=[O:6])[C:2]([CH3:5])([CH3:4])[CH3:3]. The yield is 0.870. (5) The reactants are [CH2:1]([NH:3][C:4](=[O:21])[N:5]([CH2:18][CH2:19][OH:20])[CH2:6][C:7]1[CH:12]=[C:11]([N+:13]([O-])=O)[CH:10]=[CH:9][C:8]=1[O:16][CH3:17])[CH3:2].C(O)C. The catalyst is [Pd]. The product is [NH2:13][C:11]1[CH:10]=[CH:9][C:8]([O:16][CH3:17])=[C:7]([CH:12]=1)[CH2:6][N:5]([CH2:18][CH2:19][OH:20])[C:4]([NH:3][CH2:1][CH3:2])=[O:21]. The yield is 0.750. (6) The reactants are Br[C:2]1[CH:3]=[CH:4][C:5]2[N:6]([C:8]([CH3:13])([CH3:12])[C:9](=[O:11])[N:10]=2)[CH:7]=1.[Cl:14][C:15]1[CH:16]=[C:17](B(O)O)[CH:18]=[CH:19][CH:20]=1.C(=O)([O-])[O-].[K+].[K+].O1CCOCC1. The catalyst is C1C=CC([P]([Pd]([P](C2C=CC=CC=2)(C2C=CC=CC=2)C2C=CC=CC=2)([P](C2C=CC=CC=2)(C2C=CC=CC=2)C2C=CC=CC=2)[P](C2C=CC=CC=2)(C2C=CC=CC=2)C2C=CC=CC=2)(C2C=CC=CC=2)C2C=CC=CC=2)=CC=1.O. The product is [Cl:14][C:15]1[CH:20]=[C:19]([C:2]2[CH:3]=[CH:4][C:5]3[N:6]([C:8]([CH3:13])([CH3:12])[C:9](=[O:11])[N:10]=3)[CH:7]=2)[CH:18]=[CH:17][CH:16]=1. The yield is 0.630. (7) The reactants are [CH2:1]([C:8]1[N:13]=[N:12][C:11]([N:14]2[CH2:19][CH2:18][CH:17]([C:20]([OH:22])=O)[CH2:16][CH2:15]2)=[C:10]([CH3:23])[C:9]=1[CH3:24])[C:2]1[CH:7]=[CH:6][CH:5]=[CH:4][CH:3]=1.CCN(C(C)C)C(C)C.CN(C(O[N:42]1N=[N:49][C:44]2C=CC=N[C:43]1=2)=[N+](C)C)C.F[P-](F)(F)(F)(F)F.Cl.NCC#N. The catalyst is CN(C=O)C.CCOC(C)=O. The product is [C:43]([CH2:44][NH:49][C:20]([CH:17]1[CH2:16][CH2:15][N:14]([C:11]2[N:12]=[N:13][C:8]([CH2:1][C:2]3[CH:3]=[CH:4][CH:5]=[CH:6][CH:7]=3)=[C:9]([CH3:24])[C:10]=2[CH3:23])[CH2:19][CH2:18]1)=[O:22])#[N:42]. The yield is 0.720.